From a dataset of NCI-60 drug combinations with 297,098 pairs across 59 cell lines. Regression. Given two drug SMILES strings and cell line genomic features, predict the synergy score measuring deviation from expected non-interaction effect. (1) Drug 1: C1CCC(C1)C(CC#N)N2C=C(C=N2)C3=C4C=CNC4=NC=N3. Drug 2: CCC(=C(C1=CC=CC=C1)C2=CC=C(C=C2)OCCN(C)C)C3=CC=CC=C3.C(C(=O)O)C(CC(=O)O)(C(=O)O)O. Cell line: M14. Synergy scores: CSS=-9.60, Synergy_ZIP=5.71, Synergy_Bliss=4.84, Synergy_Loewe=-4.72, Synergy_HSA=-5.02. (2) Drug 1: C1=NC2=C(N=C(N=C2N1C3C(C(C(O3)CO)O)O)F)N. Drug 2: CC1C(C(CC(O1)OC2CC(OC(C2O)C)OC3=CC4=CC5=C(C(=O)C(C(C5)C(C(=O)C(C(C)O)O)OC)OC6CC(C(C(O6)C)O)OC7CC(C(C(O7)C)O)OC8CC(C(C(O8)C)O)(C)O)C(=C4C(=C3C)O)O)O)O. Cell line: HT29. Synergy scores: CSS=52.4, Synergy_ZIP=-0.280, Synergy_Bliss=0.610, Synergy_Loewe=-0.107, Synergy_HSA=-0.0577. (3) Drug 1: CCCCCOC(=O)NC1=NC(=O)N(C=C1F)C2C(C(C(O2)C)O)O. Drug 2: CNC(=O)C1=NC=CC(=C1)OC2=CC=C(C=C2)NC(=O)NC3=CC(=C(C=C3)Cl)C(F)(F)F. Cell line: NCI-H226. Synergy scores: CSS=-0.395, Synergy_ZIP=-0.795, Synergy_Bliss=-3.26, Synergy_Loewe=-5.25, Synergy_HSA=-4.97. (4) Drug 1: C1=CC(=CC=C1CCC2=CNC3=C2C(=O)NC(=N3)N)C(=O)NC(CCC(=O)O)C(=O)O. Drug 2: B(C(CC(C)C)NC(=O)C(CC1=CC=CC=C1)NC(=O)C2=NC=CN=C2)(O)O. Cell line: HOP-92. Synergy scores: CSS=10.8, Synergy_ZIP=-2.99, Synergy_Bliss=-5.83, Synergy_Loewe=-4.18, Synergy_HSA=-3.82. (5) Drug 1: CCCCCOC(=O)NC1=NC(=O)N(C=C1F)C2C(C(C(O2)C)O)O. Drug 2: CC(C)CN1C=NC2=C1C3=CC=CC=C3N=C2N. Cell line: COLO 205. Synergy scores: CSS=0.935, Synergy_ZIP=0.335, Synergy_Bliss=1.78, Synergy_Loewe=0.739, Synergy_HSA=0.327. (6) Drug 1: C1=CN(C=N1)CC(O)(P(=O)(O)O)P(=O)(O)O. Drug 2: C#CCC(CC1=CN=C2C(=N1)C(=NC(=N2)N)N)C3=CC=C(C=C3)C(=O)NC(CCC(=O)O)C(=O)O. Cell line: SF-268. Synergy scores: CSS=-1.87, Synergy_ZIP=0.674, Synergy_Bliss=0.944, Synergy_Loewe=-2.14, Synergy_HSA=-2.18. (7) Drug 1: C1=CC(=CC=C1CC(C(=O)O)N)N(CCCl)CCCl.Cl. Drug 2: CN(C(=O)NC(C=O)C(C(C(CO)O)O)O)N=O. Cell line: SK-MEL-2. Synergy scores: CSS=2.54, Synergy_ZIP=-1.51, Synergy_Bliss=-4.14, Synergy_Loewe=-5.42, Synergy_HSA=-5.86. (8) Drug 1: C1=CC(=CC=C1CCC2=CNC3=C2C(=O)NC(=N3)N)C(=O)NC(CCC(=O)O)C(=O)O. Drug 2: CC=C1C(=O)NC(C(=O)OC2CC(=O)NC(C(=O)NC(CSSCCC=C2)C(=O)N1)C(C)C)C(C)C. Cell line: A549. Synergy scores: CSS=65.5, Synergy_ZIP=-6.77, Synergy_Bliss=-5.32, Synergy_Loewe=-5.55, Synergy_HSA=-4.02.